From a dataset of Forward reaction prediction with 1.9M reactions from USPTO patents (1976-2016). Predict the product of the given reaction. (1) Given the reactants C[Si]([N-][Si](C)(C)C)(C)C.[Na+].[O:11]=[C:12]1[CH2:18][CH:17]2[N:19]([C:20]([O:22][C:23]([CH3:26])([CH3:25])[CH3:24])=[O:21])[CH:14]([CH2:15][CH2:16]2)[CH2:13]1.C1(N([S:34]([C:37]([F:40])([F:39])[F:38])(=[O:36])=[O:35])[S:34]([C:37]([F:40])([F:39])[F:38])(=[O:36])=[O:35])C=CC=CC=1.C([O-])([O-])=O.[Na+].[Na+], predict the reaction product. The product is: [F:38][C:37]([F:40])([F:39])[S:34]([O:11][C:12]1[CH2:13][CH:14]2[N:19]([C:20]([O:22][C:23]([CH3:26])([CH3:25])[CH3:24])=[O:21])[CH:17]([CH2:16][CH2:15]2)[CH:18]=1)(=[O:36])=[O:35]. (2) The product is: [CH3:2][C@H:3]1[N:8]([CH2:9][C:10]([F:13])([F:12])[F:11])[C:7](=[O:14])[C@@H:6]([NH:15][S:16]([C:19]2[CH:20]=[C:21]3[CH2:44][C@@:26]4([C:34]5[C:29](=[N:30][CH:31]=[CH:32][CH:33]=5)[NH:28][C:27]4=[O:43])[CH2:25][C:22]3=[N:23][CH:24]=2)(=[O:18])=[O:17])[CH2:5][C@H:4]1[C:45]1[CH:46]=[CH:47][CH:48]=[CH:49][CH:50]=1. Given the reactants Cl.[CH3:2][C@H:3]1[N:8]([CH2:9][C:10]([F:13])([F:12])[F:11])[C:7](=[O:14])[C@@H:6]([NH:15][S:16]([C:19]2[CH:20]=[C:21]3[CH2:44][C@@:26]4([C:34]5[C:29](=[N:30][CH:31]=[CH:32][CH:33]=5)[N:28](COCC[Si](C)(C)C)[C:27]4=[O:43])[CH2:25][C:22]3=[N:23][CH:24]=2)(=[O:18])=[O:17])[CH2:5][C@H:4]1[C:45]1[CH:50]=[CH:49][CH:48]=[CH:47][CH:46]=1, predict the reaction product. (3) The product is: [CH2:24]([N:8]1[CH2:9][CH2:10][C:11]2[N:3]([CH2:1][CH3:2])[C:4]([CH2:12][N:13]3[CH:17]=[CH:16][N:15]=[C:14]3[C:18]3[N:23]=[CH:22][CH:21]=[CH:20][N:19]=3)=[N:5][C:6]=2[CH2:7]1)[C:25]1[CH:30]=[CH:29][CH:28]=[CH:27][CH:26]=1. Given the reactants [CH2:1]([N:3]1[C:11]2[CH:10]=[CH:9][N:8]=[CH:7][C:6]=2[N:5]=[C:4]1[CH2:12][N:13]1[CH:17]=[CH:16][N:15]=[C:14]1[C:18]1[N:23]=[CH:22][CH:21]=[CH:20][N:19]=1)[CH3:2].[CH2:24](Br)[C:25]1[CH:30]=[CH:29][CH:28]=[CH:27][CH:26]=1, predict the reaction product. (4) Given the reactants II.Br[CH2:4][C:5]1[CH:18]=[CH:17][C:8]([O:9][Si:10]([C:13]([CH3:16])([CH3:15])[CH3:14])([CH3:12])[CH3:11])=[CH:7][CH:6]=1.Br[C:20]1[N:25]=[CH:24][CH:23]=[CH:22][N:21]=1.COC1C=CC=C(OC)C=1C1C=CC=CC=1P(C1CCCCC1)C1CCCCC1, predict the reaction product. The product is: [Si:10]([O:9][C:8]1[CH:17]=[CH:18][C:5]([CH2:4][C:20]2[N:25]=[CH:24][CH:23]=[CH:22][N:21]=2)=[CH:6][CH:7]=1)([C:13]([CH3:16])([CH3:15])[CH3:14])([CH3:12])[CH3:11]. (5) Given the reactants [C:1]([O:5][C:6]([NH:8][C@H:9]([C:11]1[CH:19]=[CH:18][C:14]([C:15]([OH:17])=O)=[C:13]([Cl:20])[CH:12]=1)[CH3:10])=[O:7])([CH3:4])([CH3:3])[CH3:2].[CH:21]1([NH2:26])[CH2:25][CH2:24][CH2:23][CH2:22]1.CCN=C=NCCCN(C)C.Cl.ON1C2N=CC=CC=2N=N1.CCN(C(C)C)C(C)C, predict the reaction product. The product is: [Cl:20][C:13]1[CH:12]=[C:11]([C@@H:9]([NH:8][C:6](=[O:7])[O:5][C:1]([CH3:2])([CH3:3])[CH3:4])[CH3:10])[CH:19]=[CH:18][C:14]=1[C:15](=[O:17])[NH:26][CH:21]1[CH2:25][CH2:24][CH2:23][CH2:22]1. (6) Given the reactants BrC1C=CC(NC(=CC([O-])=O)C(OC)=O)=C(OC)C=1.[CH3:20][O:21][C:22](=[O:38])[C:23]([NH:28][C:29]1[CH:34]=[CH:33][CH:32]=[CH:31][C:30]=1[N+:35]([O-:37])=[O:36])=[CH:24][C:25]([O-:27])=O, predict the reaction product. The product is: [OH:27][C:25]1[C:34]2[C:29](=[C:30]([N+:35]([O-:37])=[O:36])[CH:31]=[CH:32][CH:33]=2)[N:28]=[C:23]([C:22]([O:21][CH3:20])=[O:38])[CH:24]=1.